This data is from Peptide-MHC class II binding affinity with 134,281 pairs from IEDB. The task is: Regression. Given a peptide amino acid sequence and an MHC pseudo amino acid sequence, predict their binding affinity value. This is MHC class II binding data. (1) The peptide sequence is FSLECIMDVGEIQNK. The MHC is H-2-IAb with pseudo-sequence H-2-IAb. The binding affinity (normalized) is 0. (2) The peptide sequence is LAVAWMILRAITFTTTSNV. The MHC is DRB1_0405 with pseudo-sequence DRB1_0405. The binding affinity (normalized) is 0.200. (3) The peptide sequence is LQSLGAEIAVEQAAL. The MHC is DRB1_1201 with pseudo-sequence DRB1_1201. The binding affinity (normalized) is 0.371. (4) The peptide sequence is KLSDLIIADISTAQE. The MHC is HLA-DPA10301-DPB10402 with pseudo-sequence HLA-DPA10301-DPB10402. The binding affinity (normalized) is 0.0906. (5) The peptide sequence is GELQIVDKIDNAFKI. The MHC is DRB1_0802 with pseudo-sequence DRB1_0802. The binding affinity (normalized) is 0.562. (6) The peptide sequence is APSGRIVMELYADVV. The MHC is HLA-DPA10201-DPB10501 with pseudo-sequence HLA-DPA10201-DPB10501. The binding affinity (normalized) is 0.177. (7) The peptide sequence is DYGILQIKSR. The MHC is H-2-IAu with pseudo-sequence H-2-IAu. The binding affinity (normalized) is 0. (8) The peptide sequence is DAFVTALTEALRV. The MHC is DRB1_1501 with pseudo-sequence DRB1_1501. The binding affinity (normalized) is 0.233. (9) The peptide sequence is TATAAVGAATGAATA. The MHC is DRB1_0405 with pseudo-sequence DRB1_0405. The binding affinity (normalized) is 0.